From a dataset of CYP3A4 substrate classification data from Carbon-Mangels et al.. Regression/Classification. Given a drug SMILES string, predict its absorption, distribution, metabolism, or excretion properties. Task type varies by dataset: regression for continuous measurements (e.g., permeability, clearance, half-life) or binary classification for categorical outcomes (e.g., BBB penetration, CYP inhibition). Dataset: cyp3a4_substrate_carbonmangels. (1) The molecule is Cc1cccc([C@H](C)c2c[nH]cn2)c1C. The result is 0 (non-substrate). (2) The drug is Cc1nnc2n1-c1ccc(Cl)cc1C(c1ccccc1)=NC2. The result is 1 (substrate).